From a dataset of Peptide-MHC class I binding affinity with 185,985 pairs from IEDB/IMGT. Regression. Given a peptide amino acid sequence and an MHC pseudo amino acid sequence, predict their binding affinity value. This is MHC class I binding data. (1) The peptide sequence is SMFLMTATL. The MHC is HLA-A02:01 with pseudo-sequence HLA-A02:01. The binding affinity (normalized) is 0.923. (2) The peptide sequence is RSYMSFWCK. The MHC is HLA-B58:01 with pseudo-sequence HLA-B58:01. The binding affinity (normalized) is 0.213. (3) The peptide sequence is LLCGALIAFL. The MHC is HLA-A02:06 with pseudo-sequence HLA-A02:06. The binding affinity (normalized) is 0.414. (4) The peptide sequence is MYPFIFFIV. The MHC is HLA-B58:01 with pseudo-sequence HLA-B58:01. The binding affinity (normalized) is 0.213. (5) The peptide sequence is RVLLLLLLGL. The MHC is HLA-A02:03 with pseudo-sequence HLA-A02:03. The binding affinity (normalized) is 0.395. (6) The peptide sequence is FARERRLAL. The MHC is HLA-B44:02 with pseudo-sequence HLA-B44:02. The binding affinity (normalized) is 0.213. (7) The peptide sequence is DTIAHINTL. The MHC is HLA-A68:02 with pseudo-sequence HLA-A68:02. The binding affinity (normalized) is 0.341.